From a dataset of Full USPTO retrosynthesis dataset with 1.9M reactions from patents (1976-2016). Predict the reactants needed to synthesize the given product. (1) Given the product [Cl:28][C:12]1[C:13]([NH:15][C:16]2[CH:21]=[CH:20][CH:19]=[CH:18][C:17]=2[S:22]([CH:25]([CH3:26])[CH3:27])(=[O:24])=[O:23])=[N:14][C:9]([NH:8][C:4]2[CH:3]=[C:2]([NH:1][C:38](=[O:41])[CH:39]=[CH2:40])[CH:7]=[CH:6][CH:5]=2)=[N:10][CH:11]=1, predict the reactants needed to synthesize it. The reactants are: [NH2:1][C:2]1[CH:3]=[C:4]([NH:8][C:9]2[N:14]=[C:13]([NH:15][C:16]3[CH:21]=[CH:20][CH:19]=[CH:18][C:17]=3[S:22]([CH:25]([CH3:27])[CH3:26])(=[O:24])=[O:23])[C:12]([Cl:28])=[CH:11][N:10]=2)[CH:5]=[CH:6][CH:7]=1.CCN(C(C)C)C(C)C.[C:38](Cl)(=[O:41])[CH:39]=[CH2:40]. (2) Given the product [CH2:27]([N:34]1[CH2:40][CH2:39][C@@H:38]([CH3:41])[N:37]([C:7]([C:6]2[CH:10]=[C:2]([CH3:1])[CH:3]=[CH:4][C:5]=2[N:11]2[N:15]=[CH:14][CH:13]=[N:12]2)=[O:9])[CH2:36][CH2:35]1)[C:28]1[CH:33]=[CH:32][CH:31]=[CH:30][CH:29]=1, predict the reactants needed to synthesize it. The reactants are: [CH3:1][C:2]1[CH:3]=[CH:4][C:5]([N:11]2[N:15]=[CH:14][CH:13]=[N:12]2)=[C:6]([CH:10]=1)[C:7]([OH:9])=O.C(Cl)(=O)C(Cl)=O.CN(C=O)C.[CH2:27]([N:34]1[CH2:40][CH2:39][C@@H:38]([CH3:41])[NH:37][CH2:36][CH2:35]1)[C:28]1[CH:33]=[CH:32][CH:31]=[CH:30][CH:29]=1.C(N(CC)CC)C.N1C=CN=N1.